This data is from Forward reaction prediction with 1.9M reactions from USPTO patents (1976-2016). The task is: Predict the product of the given reaction. (1) Given the reactants [C:1]([O-:4])(=[O:3])[CH3:2].[Na+].[Cl:6][C:7]1[CH:8]=[C:9]([OH:14])[CH:10]=[N:11]C=1Cl.[CH3:15][CH2:16]O, predict the reaction product. The product is: [Cl:6][C:7]1[C:2]([C:1]([O:4][CH2:15][CH3:16])=[O:3])=[N:11][CH:10]=[C:9]([OH:14])[CH:8]=1. (2) Given the reactants [CH3:1][O:2][C:3]1[CH:8]=[CH:7][C:6]([C:9]2[C:17]3[C:12](=[CH:13][CH:14]=[C:15]([C:18]#[N:19])[CH:16]=3)[N:11](C3CCCCO3)[N:10]=2)=[CH:5][CH:4]=1.O1CCOCC1.Cl.O, predict the reaction product. The product is: [CH3:1][O:2][C:3]1[CH:4]=[CH:5][C:6]([C:9]2[C:17]3[C:12](=[CH:13][CH:14]=[C:15]([C:18]#[N:19])[CH:16]=3)[NH:11][N:10]=2)=[CH:7][CH:8]=1.